Predict which catalyst facilitates the given reaction. From a dataset of Catalyst prediction with 721,799 reactions and 888 catalyst types from USPTO. Reactant: [CH2:1]([O:3][C:4]([C:6]1[NH:7][C:8]2[C:13]([C:14]=1[C:15]([C:26]1[CH:31]=[CH:30][C:29]([O:32][CH:33]3[CH2:37][CH2:36][CH2:35][CH2:34]3)=[CH:28][CH:27]=1)=[C:16]([NH:22][C:23](=[O:25])[CH3:24])[C:17]([O:19][CH2:20][CH3:21])=[O:18])=[CH:12][C:11]([C:38]1[CH:43]=[CH:42][C:41]([C:44]([F:47])([F:46])[F:45])=[CH:40][CH:39]=1)=[CH:10][CH:9]=2)=[O:5])[CH3:2].C1COCC1. Product: [CH2:1]([O:3][C:4]([C:6]1[NH:7][C:8]2[C:13]([C:14]=1[CH:15]([C:26]1[CH:31]=[CH:30][C:29]([O:32][CH:33]3[CH2:34][CH2:35][CH2:36][CH2:37]3)=[CH:28][CH:27]=1)[CH:16]([NH:22][C:23](=[O:25])[CH3:24])[C:17]([O:19][CH2:20][CH3:21])=[O:18])=[CH:12][C:11]([C:38]1[CH:43]=[CH:42][C:41]([C:44]([F:46])([F:45])[F:47])=[CH:40][CH:39]=1)=[CH:10][CH:9]=2)=[O:5])[CH3:2]. The catalyst class is: 19.